From a dataset of Forward reaction prediction with 1.9M reactions from USPTO patents (1976-2016). Predict the product of the given reaction. (1) Given the reactants [CH3:1][N:2]1[C:6]([S:7][CH3:8])=[CH:5][C:4]([CH:9]([CH2:29][CH:30]2[CH2:35][CH2:34][O:33][CH2:32][CH2:31]2)[C:10](=O)[CH2:11][CH2:12][C:13]([C:15]2[S:16][C:17]([CH2:20][O:21]C3CCCCO3)=[CH:18][N:19]=2)=O)=[N:3]1.C([O-])(=O)C.[NH4+:40].[OH-].[Na+], predict the reaction product. The product is: [CH3:1][N:2]1[C:6]([S:7][CH3:8])=[CH:5][C:4]([CH:9]([C:10]2[NH:40][C:13]([C:15]3[S:16][C:17]([CH2:20][OH:21])=[CH:18][N:19]=3)=[CH:12][CH:11]=2)[CH2:29][CH:30]2[CH2:35][CH2:34][O:33][CH2:32][CH2:31]2)=[N:3]1. (2) Given the reactants [CH2:1]([O:3][C:4](=[O:36])[CH2:5][C:6]1[CH:11]=[CH:10][C:9]([O:12][CH3:13])=[C:8]([O:14][C:15]2[CH:20]=[CH:19][C:18]([NH2:21])=[CH:17][C:16]=2[CH2:22][N:23]([C:26]([O:28][CH2:29][C:30]2[CH:35]=[CH:34][CH:33]=[CH:32][CH:31]=2)=[O:27])[CH2:24][CH3:25])[CH:7]=1)[CH3:2].[Cl:37][C:38]1[CH:46]=[CH:45][C:41]([C:42](Cl)=[O:43])=[CH:40][CH:39]=1.C(N(CC)CC)C, predict the reaction product. The product is: [CH2:1]([O:3][C:4](=[O:36])[CH2:5][C:6]1[CH:11]=[CH:10][C:9]([O:12][CH3:13])=[C:8]([O:14][C:15]2[CH:20]=[CH:19][C:18]([NH:21][C:42](=[O:43])[C:41]3[CH:45]=[CH:46][C:38]([Cl:37])=[CH:39][CH:40]=3)=[CH:17][C:16]=2[CH2:22][N:23]([C:26]([O:28][CH2:29][C:30]2[CH:35]=[CH:34][CH:33]=[CH:32][CH:31]=2)=[O:27])[CH2:24][CH3:25])[CH:7]=1)[CH3:2].